Predict the product of the given reaction. From a dataset of Forward reaction prediction with 1.9M reactions from USPTO patents (1976-2016). (1) Given the reactants [C:1]12([C:11]3[CH:12]=[C:13]([CH:29]=[CH:30][C:31]=3[O:32][CH3:33])[C:14]([O:16][NH:17][C:18]([C:20]3[CH:21]=[C:22]4[C:26](=[CH:27][CH:28]=3)[NH:25][CH:24]=[CH:23]4)=[NH:19])=O)[CH2:10][CH:5]3[CH2:6][CH:7]([CH2:9][CH:3]([CH2:4]3)[CH2:2]1)[CH2:8]2.CCCC[N+](CCCC)(CCCC)CCCC.[F-].C1COCC1, predict the reaction product. The product is: [NH:25]1[C:26]2[C:22](=[CH:21][C:20]([C:18]3[N:19]=[C:14]([C:13]4[CH:29]=[CH:30][C:31]([O:32][CH3:33])=[C:11]([C:1]56[CH2:10][CH:5]7[CH2:6][CH:7]([CH2:9][CH:3]([CH2:4]7)[CH2:2]5)[CH2:8]6)[CH:12]=4)[O:16][N:17]=3)=[CH:28][CH:27]=2)[CH:23]=[CH:24]1. (2) Given the reactants [Cl:1][C:2]1[CH:3]=[N:4][CH:5]=[C:6]([Cl:9])[C:7]=1[CH3:8].[H-].[Na+].[CH:12]1([O:17][C:18]2[C:27]([O:28][CH3:29])=[CH:26][CH:25]=[C:24]3[C:19]=2[CH:20]=[N:21][NH:22][CH:23]3Cl)[CH2:16][CH2:15][CH2:14][CH2:13]1, predict the reaction product. The product is: [CH:12]1([O:17][C:18]2[C:27]([O:28][CH3:29])=[CH:26][CH:25]=[C:24]3[C:19]=2[CH:20]=[N:21][N:22]=[C:23]3[CH2:8][C:7]2[C:6]([Cl:9])=[CH:5][N:4]=[CH:3][C:2]=2[Cl:1])[CH2:13][CH2:14][CH2:15][CH2:16]1. (3) Given the reactants [ClH:1].[C:2]([NH:7][C@@H:8]1[CH2:13][CH2:12][C@H:11]([NH:14]C(=O)OC(C)(C)C)[CH2:10][CH2:9]1)(=[O:6])[CH:3]([CH3:5])[CH3:4], predict the reaction product. The product is: [ClH:1].[NH2:14][C@@H:11]1[CH2:10][CH2:9][C@H:8]([NH:7][C:2](=[O:6])[CH:3]([CH3:4])[CH3:5])[CH2:13][CH2:12]1. (4) Given the reactants [CH3:1][C:2]1[N:3]=[C:4]([CH3:30])[N:5]2[C:10]=1[C:9]([O:11][C:12]1[CH:17]=[C:16]([O:18][CH3:19])[C:15]([O:20][CH3:21])=[C:14]([O:22][CH3:23])[CH:13]=1)=[N:8][C:7]([C:24]1[CH:25]=[N:26][CH:27]=[CH:28][CH:29]=1)=[N:6]2.ClC1C=CC=C(C(OO)=[O:39])C=1, predict the reaction product. The product is: [CH3:1][C:2]1[N:3]=[C:4]([CH3:30])[N:5]2[C:10]=1[C:9]([O:11][C:12]1[CH:17]=[C:16]([O:18][CH3:19])[C:15]([O:20][CH3:21])=[C:14]([O:22][CH3:23])[CH:13]=1)=[N:8][C:7]([C:24]1[CH:25]=[N+:26]([O-:39])[CH:27]=[CH:28][CH:29]=1)=[N:6]2. (5) Given the reactants [CH:1]1([C:4]2[C:5]([N:26]3[CH2:31][CH2:30][CH2:29][C@H:28]([NH:32]C(=O)OC(C)(C)C)[CH2:27]3)=[N:6][C:7]([N:10]3[C:18]4[CH:17]=[C:16]([C:19]5[CH:24]=[N:23][CH:22]=[C:21]([CH3:25])[N:20]=5)[N:15]=[CH:14][C:13]=4[CH:12]=[N:11]3)=[CH:8][CH:9]=2)[CH2:3][CH2:2]1.Cl, predict the reaction product. The product is: [CH:1]1([C:4]2[C:5]([N:26]3[CH2:31][CH2:30][CH2:29][C@H:28]([NH2:32])[CH2:27]3)=[N:6][C:7]([N:10]3[C:18]4[CH:17]=[C:16]([C:19]5[CH:24]=[N:23][CH:22]=[C:21]([CH3:25])[N:20]=5)[N:15]=[CH:14][C:13]=4[CH:12]=[N:11]3)=[CH:8][CH:9]=2)[CH2:2][CH2:3]1. (6) Given the reactants [CH3:1][C@@H:2]([C@@H:11]1[C@@:15]2([CH3:31])[CH2:16][CH2:17][CH2:18]/[C:19](=[CH:20]\[CH:21]=[C:22]3\[CH2:23][C@@H:24]([OH:30])[CH2:25][C@H:26]([OH:29])[C:27]\3=[CH2:28])/[CH:14]2[CH2:13][CH2:12]1)/[CH:3]=[CH:4]/[C@@:5]([OH:10])([CH:7]([CH3:9])[CH3:8])[CH3:6].[C:32]([O:35][CH2:36]C)(=[O:34])C, predict the reaction product. The product is: [CH3:1][C@@H:2]([C@@H:11]1[C@@:15]2([CH3:31])[CH2:16][CH2:17][CH2:18]/[C:19](=[CH:20]\[CH:21]=[C:22]3\[CH2:23][C@@H:24]([OH:30])[CH2:25][C@H:26]([OH:29])[C:27]\3=[CH2:28])/[CH:14]2[CH2:13][CH2:12]1)/[CH:3]=[CH:4]/[C@@:5]([OH:10])([CH:7]([CH3:8])[CH3:9])[CH3:6].[CH:32]([O:35][CH3:36])=[O:34]. (7) Given the reactants [CH3:1][O:2][C:3]1[CH:15]=[CH:14][C:6]([CH2:7][NH:8][C:9]2[N:10]=[CH:11][S:12][CH:13]=2)=[CH:5][CH:4]=1.C[Si]([N-][Si](C)(C)C)(C)C.[Li+].[Cl:26][C:27]1[C:36]2[C:31](=[CH:32][C:33]([S:37](OC3C(F)=C(F)C(F)=C(F)C=3F)(=[O:39])=[O:38])=[CH:34][CH:35]=2)[CH:30]=[CH:29][N:28]=1, predict the reaction product. The product is: [Cl:26][C:27]1[C:36]2[C:31](=[CH:32][C:33]([S:37]([N:8]([CH2:7][C:6]3[CH:5]=[CH:4][C:3]([O:2][CH3:1])=[CH:15][CH:14]=3)[C:9]3[N:10]=[CH:11][S:12][CH:13]=3)(=[O:39])=[O:38])=[CH:34][CH:35]=2)[CH:30]=[CH:29][N:28]=1. (8) Given the reactants [CH3:1][N:2]1[CH2:7][CH2:6][N:5]([C:8]([C:10]2[CH:15]=[CH:14][CH:13]=[C:12]([N+:16]([O-])=O)[CH:11]=2)=[O:9])[CH2:4][CH2:3]1.C(O)C.[H][H], predict the reaction product. The product is: [NH2:16][C:12]1[CH:11]=[C:10]([C:8]([N:5]2[CH2:6][CH2:7][N:2]([CH3:1])[CH2:3][CH2:4]2)=[O:9])[CH:15]=[CH:14][CH:13]=1.